Task: Predict the reaction yield, written as a fraction of the theoretical maximum amount of product (1.0 means a 100% yield; for example, 0.34 means a 34% yield).. Dataset: Reaction yield outcomes from USPTO patents with 853,638 reactions (1) The reactants are [CH2:1]([C:4]1[C:8]([CH2:9][CH2:10][CH2:11][OH:12])=[CH:7][N:6]([C:13]2[CH:18]=[CH:17][C:16]([C:19]([F:22])([F:21])[F:20])=[CH:15][N:14]=2)[N:5]=1)[CH2:2][CH3:3].O[C:24]1[CH:25]=[C:26]([CH:35]=[CH:36][CH:37]=1)[O:27][C:28]([CH3:34])([CH3:33])[C:29]([O:31]C)=[O:30].C(P(CCCC)CCCC)CCC.N(C(N1CCCCC1)=O)=NC(N1CCCCC1)=O. The catalyst is O1CCCC1. The product is [CH3:34][C:28]([O:27][C:26]1[CH:35]=[CH:36][CH:37]=[C:24]([O:12][CH2:11][CH2:10][CH2:9][C:8]2[C:4]([CH2:1][CH2:2][CH3:3])=[N:5][N:6]([C:13]3[CH:18]=[CH:17][C:16]([C:19]([F:21])([F:20])[F:22])=[CH:15][N:14]=3)[CH:7]=2)[CH:25]=1)([CH3:33])[C:29]([OH:31])=[O:30]. The yield is 0.480. (2) The reactants are [Cl:1][C:2]1[CH:3]=[C:4]([O:11][CH3:12])[C:5]([OH:10])=[C:6]([CH:9]=1)[CH:7]=[O:8].[CH3:13]N(C=O)C.C(=O)([O-])[O-].[K+].[K+].COS(OC)(=O)=O. The catalyst is O. The product is [Cl:1][C:2]1[CH:3]=[C:4]([O:11][CH3:12])[C:5]([O:10][CH3:13])=[C:6]([CH:9]=1)[CH:7]=[O:8]. The yield is 1.00. (3) The reactants are [CH3:1][N:2]1[C:6]2[CH:7]=[CH:8][C:9]([C:11](O)=[O:12])=[CH:10][C:5]=2[N:4]=[C:3]1[CH2:14][S:15][C:16]1[CH:21]=[CH:20][C:19]([C:22]#[N:23])=[CH:18][CH:17]=1.[CH3:24][CH:25]([CH3:35])[CH2:26][N-:27][CH2:28][CH2:29][C:30]([O:32][CH2:33][CH3:34])=[O:31].[ClH:36].C(=O)([O-])[O-].[NH4+:41].[NH4+].C(OCC)(=O)C.C(O)C.N. The catalyst is C(O)C. The product is [ClH:36].[CH3:24][CH:25]([CH3:35])[CH2:26][N:27]([CH2:28][CH2:29][C:30]([O:32][CH2:33][CH3:34])=[O:31])[C:11]([C:9]1[CH:8]=[CH:7][C:6]2[N:2]([CH3:1])[C:3]([CH2:14][S:15][C:16]3[CH:21]=[CH:20][C:19]([C:22](=[NH:23])[NH2:41])=[CH:18][CH:17]=3)=[N:4][C:5]=2[CH:10]=1)=[O:12]. The yield is 0.830.